From a dataset of Reaction yield outcomes from USPTO patents with 853,638 reactions. Predict the reaction yield, written as a fraction of the theoretical maximum amount of product (1.0 means a 100% yield; for example, 0.34 means a 34% yield). (1) The reactants are [Cl-].O[NH3+:3].[C:4](=[O:7])([O-])[OH:5].[Na+].[CH2:9]([C:13]1[N:18]2[N:19]=[CH:20][N:21]=[C:17]2[N:16](COC)[C:15](=[O:25])[C:14]=1[CH2:26][C:27]1[C:32]([F:33])=[CH:31][C:30]([C:34]2[C:35]([C:40]#[N:41])=[CH:36][CH:37]=[CH:38][CH:39]=2)=[CH:29][C:28]=1[F:42])[CH2:10][CH2:11][CH3:12].B(Br)(Br)Br. The catalyst is C(OCC)(=O)C.C(Cl)Cl.O.CS(C)=O. The product is [CH2:9]([C:13]1[N:18]2[N:19]=[CH:20][N:21]=[C:17]2[NH:16][C:15](=[O:25])[C:14]=1[CH2:26][C:27]1[C:32]([F:33])=[CH:31][C:30]([C:34]2[CH:39]=[CH:38][CH:37]=[CH:36][C:35]=2[C:40]2[NH:3][C:4](=[O:7])[O:5][N:41]=2)=[CH:29][C:28]=1[F:42])[CH2:10][CH2:11][CH3:12]. The yield is 0.0700. (2) The reactants are [CH2:1]([O:8][C:9]([NH:11][CH2:12][CH2:13][O:14]N)=[O:10])[C:2]1[CH:7]=[CH:6][CH:5]=[CH:4][CH:3]=1.[C:16]([O:20][C:21]([NH:23][C:24](C1C=CNN=1)=[N:25][C:26]([O:28][C:29]([CH3:32])([CH3:31])[CH3:30])=[O:27])=[O:22])([CH3:19])([CH3:18])[CH3:17].C[N:39](C)C=O. No catalyst specified. The product is [C:29]([O:28][C:26]([N:25]([O:14][CH2:13][CH2:12][NH:11][C:9]([O:8][CH2:1][C:2]1[CH:7]=[CH:6][CH:5]=[CH:4][CH:3]=1)=[O:10])[C:24]([NH:23][C:21]([O:20][C:16]([CH3:17])([CH3:18])[CH3:19])=[O:22])=[NH:39])=[O:27])([CH3:30])([CH3:31])[CH3:32]. The yield is 0.930. (3) The reactants are [CH3:1][O:2][C:3]([C:5]1([C:8]2[CH:13]=[CH:12][C:11]([O:14][CH3:15])=[C:10]([CH2:16]Cl)[CH:9]=2)[CH2:7][CH2:6]1)=[O:4].C([O-])([O-])=[O:19].[Na+].[Na+].Cl. The catalyst is O.[N+](CCCC)(CCCC)(CCCC)CCCC.[Br-]. The product is [CH3:1][O:2][C:3]([C:5]1([C:8]2[CH:13]=[CH:12][C:11]([O:14][CH3:15])=[C:10]([CH2:16][OH:19])[CH:9]=2)[CH2:7][CH2:6]1)=[O:4]. The yield is 0.390. (4) The reactants are [O:1]=[C:2]([CH2:6][CH2:7][C:8]1[CH:13]=[CH:12][CH:11]=[CH:10][CH:9]=1)[C:3]([OH:5])=O.CN(C(ON1N=NC2C=CC=NC1=2)=[N+](C)C)C.F[P-](F)(F)(F)(F)F.CCN(C(C)C)C(C)C.[NH2:47][C:48]12[C:66](=[O:67])[C:65]3[C:60](=[CH:61][CH:62]=[CH:63][CH:64]=3)[C:49]1([OH:68])[O:50][C:51]1[CH:56]=[C:55]([CH:57]([CH3:59])[CH3:58])[CH:54]=[CH:53][C:52]=12. The product is [OH:68][C:49]12[C:60]3[C:65](=[CH:64][CH:63]=[CH:62][CH:61]=3)[C:66](=[O:67])[C:48]1([NH:47][C:3](=[O:5])[C:2](=[O:1])[CH2:6][CH2:7][C:8]1[CH:13]=[CH:12][CH:11]=[CH:10][CH:9]=1)[C:52]1[CH:53]=[CH:54][C:55]([CH:57]([CH3:59])[CH3:58])=[CH:56][C:51]=1[O:50]2. The yield is 0.280. The catalyst is C(Cl)Cl.O. (5) The reactants are [Br:1][C:2]1[C:3]([N:17]2[CH2:22][CH2:21][CH2:20][C@@H:19]([NH:23]C(=O)OC(C)(C)C)[CH2:18]2)=[C:4]2[C:10]([NH:11][C:12](=[O:16])[CH2:13][CH2:14][CH3:15])=[CH:9][NH:8][C:5]2=[N:6][CH:7]=1. The catalyst is C(O)(C(F)(F)F)=O. The product is [NH2:23][C@@H:19]1[CH2:20][CH2:21][CH2:22][N:17]([C:3]2[C:2]([Br:1])=[CH:7][N:6]=[C:5]3[NH:8][CH:9]=[C:10]([NH:11][C:12](=[O:16])[CH2:13][CH2:14][CH3:15])[C:4]=23)[CH2:18]1. The yield is 0.660. (6) The reactants are [F:1][C:2]1([F:16])[O:7][C:6]2[CH:8]=[C:9]([F:13])[C:10]([NH2:12])=[CH:11][C:5]=2[O:4][C:3]1([F:15])[F:14].[N:17]([O-])=O.[Na+].[CH3:21][O:22][CH2:23][C:24](=[O:30])[CH2:25][C:26]([O:28][CH3:29])=[O:27].CC([O-])=O.[Na+]. The catalyst is Cl.O.CCO. The product is [CH3:21][O:22][CH2:23][C:24](=[O:30])[C:25](=[N:17][NH:12][C:10]1[C:9]([F:13])=[CH:8][C:6]2[O:7][C:2]([F:1])([F:16])[C:3]([F:15])([F:14])[O:4][C:5]=2[CH:11]=1)[C:26]([O:28][CH3:29])=[O:27]. The yield is 0.850.